This data is from M1 muscarinic receptor antagonist screen with 61,756 compounds. The task is: Binary Classification. Given a drug SMILES string, predict its activity (active/inactive) in a high-throughput screening assay against a specified biological target. (1) The drug is S(=O)(=O)(NC(C(C)C)C(=O)NCc1occc1)c1cc2sc(nc2cc1)C. The result is 0 (inactive). (2) The molecule is O1CCN(CCNC(=O)c2c(n(CCCC)c3nc4c(nc23)cccc4)N)CC1. The result is 0 (inactive). (3) The drug is O=C1N(C(=O)C2C1(C1CC2C=C1)C)c1c(cccc1)C(O)=O. The result is 0 (inactive). (4) The compound is O(CCn1c(nc2c1cccc2)CCCO)c1cc(ccc1)C. The result is 0 (inactive). (5) The drug is Clc1c(=O)n2[nH]c(nc2nc1C)COc1ccccc1. The result is 0 (inactive). (6) The compound is o1c2c(c3n(nnc3c1=O)c1ccc(cc1)C)cccc2. The result is 0 (inactive).